Task: Predict the product of the given reaction.. Dataset: Forward reaction prediction with 1.9M reactions from USPTO patents (1976-2016) (1) Given the reactants [NH2:1][CH2:2][C:3]1[CH:4]=[CH:5][C:6]([F:29])=[C:7]([C:9]2[CH:14]=[CH:13][CH:12]=[C:11]([CH2:15][N:16]3[CH2:21][CH2:20][N:19]([C:22]([O:24][C:25]([CH3:28])([CH3:27])[CH3:26])=[O:23])[CH2:18][CH2:17]3)[CH:10]=2)[CH:8]=1.[Cl:30][CH2:31][C:32]1[CH:33]=[C:34]([CH:38]=[CH:39][CH:40]=1)[C:35](O)=[O:36].C(Cl)CCl.C1C=CC2N(O)N=NC=2C=1.CCN(CC)CC, predict the reaction product. The product is: [Cl:30][CH2:31][C:32]1[CH:33]=[C:34]([C:35]([NH:1][CH2:2][C:3]2[CH:4]=[CH:5][C:6]([F:29])=[C:7]([C:9]3[CH:14]=[CH:13][CH:12]=[C:11]([CH2:15][N:16]4[CH2:17][CH2:18][N:19]([C:22]([O:24][C:25]([CH3:26])([CH3:28])[CH3:27])=[O:23])[CH2:20][CH2:21]4)[CH:10]=3)[CH:8]=2)=[O:36])[CH:38]=[CH:39][CH:40]=1. (2) Given the reactants [CH2:1]1[O:4][CH:2]1[CH3:3].[CH:5]12[O:11][CH:6]1[CH2:7][CH2:8][CH2:9][CH2:10]2.[C:12](=[O:14])=[O:13], predict the reaction product. The product is: [C:12](=[O:14])=[O:13].[CH2:1]1[O:4][CH:2]1[CH3:3].[CH:6]12[O:11][CH:5]1[CH2:10][CH2:9][CH2:8][CH2:7]2. (3) Given the reactants [OH:1][CH2:2][CH2:3][N:4]([CH2:17][C:18]([F:21])([F:20])[F:19])[C:5]1[CH:12]=[CH:11][C:8]([C:9]#[N:10])=[CH:7][C:6]=1[C:13]([F:16])([F:15])[F:14].[F:22][C:23]1[CH:28]=[CH:27][C:26](O)=[CH:25][CH:24]=1, predict the reaction product. The product is: [F:22][C:23]1[CH:28]=[CH:27][C:26]([O:1][CH2:2][CH2:3][N:4]([CH2:17][C:18]([F:19])([F:20])[F:21])[C:5]2[CH:12]=[CH:11][C:8]([C:9]#[N:10])=[CH:7][C:6]=2[C:13]([F:15])([F:16])[F:14])=[CH:25][CH:24]=1. (4) The product is: [CH2:9]([N:13]1[CH:17]=[N:16][N:15]=[C:14]1[CH2:19][OH:20])[CH2:10][CH2:11][CH3:12]. Given the reactants [N+]([O-])(O)=O.N([O-])=O.[Na+].[CH2:9]([N:13]1[C:17](S)=[N:16][N:15]=[C:14]1[CH2:19][OH:20])[CH2:10][CH2:11][CH3:12].C(=O)([O-])[O-].[Na+].[Na+], predict the reaction product. (5) Given the reactants [CH:1]1[C:13]2[NH:12][C:11]3[C:6](=[CH:7][CH:8]=[CH:9][CH:10]=3)[C:5]=2[CH:4]=[C:3]([C:14]([O:16]CC)=O)[N:2]=1.[H-].[Na+].[Cl:21][C:22]1[C:23]([F:30])=[C:24]([CH:27]=[CH:28][CH:29]=1)[CH2:25]Br.[NH2:31][OH:32], predict the reaction product. The product is: [Cl:21][C:22]1[C:23]([F:30])=[C:24]([CH:27]=[CH:28][CH:29]=1)[CH2:25][N:12]1[C:13]2[CH:1]=[N:2][C:3]([C:14]([NH:31][OH:32])=[O:16])=[CH:4][C:5]=2[C:6]2[C:11]1=[CH:10][CH:9]=[CH:8][CH:7]=2. (6) Given the reactants [OH:1][B:2]1[C:6]2[CH:7]=[C:8]([NH:11][S:12]([C:15]3[N:24]=[CH:23][C:22]([NH:25]C(=O)C(F)(F)F)=[CH:21]C=3C(OC)=O)(=[O:14])=[O:13])[CH:9]=[CH:10][C:5]=2[CH2:4][O:3]1.[CH2:32]([NH2:34])[CH3:33].[CH2:35]([OH:37])[CH3:36], predict the reaction product. The product is: [NH2:25][C:22]1[CH:23]=[N:24][C:15]([S:12](=[O:13])(=[O:14])[NH:11][C:8]2[CH:9]=[CH:10][C:5]3[CH2:4][O:3][B:2]([OH:1])[C:6]=3[CH:7]=2)=[C:36]([CH:21]=1)[C:35]([NH:34][CH2:32][CH3:33])=[O:37]. (7) Given the reactants [NH:1]1[CH:5]=[C:4]([C:6]2[CH:7]=[N:8][CH:9]=[CH:10][CH:11]=2)[CH:3]=[N:2]1.Br[C:13]1[N:18]=[C:17]([C:19]2[N:24]=[CH:23][CH:22]=[CH:21][N:20]=2)[CH:16]=[CH:15][CH:14]=1.C(=O)([O-])[O-].[K+].[K+], predict the reaction product. The product is: [N:8]1[CH:9]=[CH:10][CH:11]=[C:6]([C:4]2[CH:5]=[N:1][N:2]([C:13]3[N:18]=[C:17]([C:19]4[N:20]=[CH:21][CH:22]=[CH:23][N:24]=4)[CH:16]=[CH:15][CH:14]=3)[CH:3]=2)[CH:7]=1.